Predict the reactants needed to synthesize the given product. From a dataset of Full USPTO retrosynthesis dataset with 1.9M reactions from patents (1976-2016). (1) The reactants are: [C:1]([O:5][C:6]([N:8]1[CH2:13][CH2:12][CH:11]([C:14]2[C:23]3[C:18](=[CH:19][C:20]([O:24][CH2:25][CH2:26][CH2:27]OS(C)(=O)=O)=[CH:21][CH:22]=3)[N:17]=[CH:16][N:15]=2)[CH2:10][CH2:9]1)=[O:7])([CH3:4])([CH3:3])[CH3:2].[NH:33]1[CH2:38][CH2:37][NH:36][CH2:35][CH2:34]1. Given the product [C:1]([O:5][C:6]([N:8]1[CH2:9][CH2:10][CH:11]([C:14]2[C:23]3[C:18](=[CH:19][C:20]([O:24][CH2:25][CH2:26][CH2:27][N:33]4[CH2:38][CH2:37][NH:36][CH2:35][CH2:34]4)=[CH:21][CH:22]=3)[N:17]=[CH:16][N:15]=2)[CH2:12][CH2:13]1)=[O:7])([CH3:2])([CH3:3])[CH3:4], predict the reactants needed to synthesize it. (2) The reactants are: [CH2:1]([Zn]CC)C.CCCCCC.C(O)(C(F)(F)F)=O.C(I)I.C(OC([N:29]1[CH2:34][CH2:33][N:32]2[C:35]([CH3:40])=[N:36][C:37]([CH:38]=[CH2:39])=[C:31]2[CH:30]1[CH2:41][CH2:42][C:43]1[CH:48]=[CH:47][C:46]([C:49]([F:52])([F:51])[F:50])=[CH:45][CH:44]=1)=O)(C)(C)C.C([O-])(O)=O.[Na+]. Given the product [CH:38]1([C:37]2[N:36]=[C:35]([CH3:40])[N:32]3[CH2:33][CH2:34][NH:29][CH:30]([CH2:41][CH2:42][C:43]4[CH:48]=[CH:47][C:46]([C:49]([F:50])([F:52])[F:51])=[CH:45][CH:44]=4)[C:31]=23)[CH2:39][CH2:1]1, predict the reactants needed to synthesize it. (3) Given the product [CH3:3][C:2]([C@@H:17]1[CH2:22][CH2:21][N:20]([C:23]([O:25][C:26]([CH3:29])([CH3:28])[CH3:27])=[O:24])[C:19](=[O:31])[CH2:18]1)([S:4]([C:7]1[CH:12]=[CH:11][CH:10]=[C:9]([C:13]([F:15])([F:16])[F:14])[CH:8]=1)(=[O:5])=[O:6])[CH3:1], predict the reactants needed to synthesize it. The reactants are: [CH3:1][C:2]([CH:17]1[CH2:22][CH2:21][N:20]([C:23]([O:25][C:26]([CH3:29])([CH3:28])[CH3:27])=[O:24])[CH2:19][CH2:18]1)([S:4]([C:7]1[CH:12]=[CH:11][CH:10]=[C:9]([C:13]([F:16])([F:15])[F:14])[CH:8]=1)(=[O:6])=[O:5])[CH3:3].I([O-])(=O)(=O)=[O:31].[Na+].O.